Dataset: Reaction yield outcomes from USPTO patents with 853,638 reactions. Task: Predict the reaction yield, written as a fraction of the theoretical maximum amount of product (1.0 means a 100% yield; for example, 0.34 means a 34% yield). (1) The reactants are [CH2:1]([C:4]1([NH2:37])[CH2:8][CH2:7][CH:6]([C:9]2[CH:10]=[C:11]3[C:19](=[CH:20][CH:21]=2)[C:18]2[S:17][C:16]([C:22]4[O:26][N:25]=[C:24]([C:27]5[CH:32]=[CH:31][CH:30]=[CH:29][CH:28]=5)[C:23]=4[C:33]([F:36])([F:35])[F:34])=[N:15][C:14]=2[CH2:13][CH2:12]3)[CH2:5]1)[CH:2]=[CH2:3].[CH3:38][C:39]([O:42][C:43](O[C:43]([O:42][C:39]([CH3:41])([CH3:40])[CH3:38])=[O:44])=[O:44])([CH3:41])[CH3:40].CCN(CC)CC. The catalyst is ClCCl. The product is [CH2:1]([C:4]1([NH:37][C:43](=[O:44])[O:42][C:39]([CH3:41])([CH3:40])[CH3:38])[CH2:8][CH2:7][CH:6]([C:9]2[CH:10]=[C:11]3[C:19](=[CH:20][CH:21]=2)[C:18]2[S:17][C:16]([C:22]4[O:26][N:25]=[C:24]([C:27]5[CH:28]=[CH:29][CH:30]=[CH:31][CH:32]=5)[C:23]=4[C:33]([F:34])([F:36])[F:35])=[N:15][C:14]=2[CH2:13][CH2:12]3)[CH2:5]1)[CH:2]=[CH2:3]. The yield is 1.12. (2) The product is [O:1]=[C:2]1[C:11]2[C:6](=[C:7]([NH:26][C:24](=[O:25])[O:35][C:31]([CH3:34])([CH3:33])[CH3:32])[CH:8]=[C:9]([O:12][CH:13]([CH3:14])[CH3:15])[CH:10]=2)[CH2:5][CH2:4][NH:3]1. The yield is 0.420. The catalyst is O1CCOCC1. The reactants are [O:1]=[C:2]1[C:11]2[CH:10]=[C:9]([O:12][CH:13]([CH3:15])[CH3:14])[CH:8]=[C:7](C(O)=O)[C:6]=2[CH2:5][CH2:4][NH:3]1.C1N=CN([C:24]([N:26]2C=NC=C2)=[O:25])C=1.[C:31]([OH:35])([CH3:34])([CH3:33])[CH3:32]. (3) The reactants are [CH:1]1[C:13]2[NH:12][C:11]3[C:6](=[CH:7][CH:8]=[CH:9][CH:10]=3)[C:5]=2[CH:4]=[CH:3][CH:2]=1.[OH-].[K+].Cl[CH2:17][C@H:18]1[CH2:20][O:19]1. The catalyst is CN(C)C=O. The product is [O:19]1[CH2:20][C@@H:18]1[CH2:17][N:12]1[C:11]2[CH:10]=[CH:9][CH:8]=[CH:7][C:6]=2[C:5]2[C:13]1=[CH:1][CH:2]=[CH:3][CH:4]=2. The yield is 0.300.